Dataset: Catalyst prediction with 721,799 reactions and 888 catalyst types from USPTO. Task: Predict which catalyst facilitates the given reaction. (1) Reactant: [CH3:1][C:2]1([CH2:15][C:16](OCC)=[O:17])[CH2:11][CH2:10][C:9]2[C:4](=[C:5]([CH3:14])[C:6]([CH3:13])=[CH:7][C:8]=2[CH3:12])[O:3]1.[H-].[Al+3].[Li+].[H-].[H-].[H-].O. Product: [CH3:1][C:2]1([CH2:15][CH2:16][OH:17])[CH2:11][CH2:10][C:9]2[C:4](=[C:5]([CH3:14])[C:6]([CH3:13])=[CH:7][C:8]=2[CH3:12])[O:3]1. The catalyst class is: 7. (2) Reactant: Br[CH2:2][CH2:3][CH2:4][CH2:5][CH2:6][CH2:7][CH2:8][C:9]1[CH:14]=[CH:13][C:12]([O:15][CH2:16][C:17]2[CH:22]=[CH:21][CH:20]=[CH:19][CH:18]=2)=[CH:11][CH:10]=1.[O-:23][S:24]([O-:26])=[O:25].[Na+:27].[Na+].O. Product: [Na+:27].[CH2:16]([O:15][C:12]1[CH:13]=[CH:14][C:9]([CH2:8][CH2:7][CH2:6][CH2:5][CH2:4][CH2:3][CH2:2][S:24]([O-:26])(=[O:25])=[O:23])=[CH:10][CH:11]=1)[C:17]1[CH:22]=[CH:21][CH:20]=[CH:19][CH:18]=1. The catalyst class is: 14. (3) Reactant: [CH:1]1([N:4]2[CH2:9][CH2:8][N:7]([C:10]3[S:11][C:12]4[CH:18]=[C:17]([CH:19]=O)[CH:16]=[CH:15][C:13]=4[N:14]=3)[CH2:6][CH2:5]2)[CH2:3][CH2:2]1.Cl.[CH3:22][NH:23][CH3:24].C(O)(=O)C.[BH3-]C#N.[Na+]. Product: [CH:1]1([N:4]2[CH2:9][CH2:8][N:7]([C:10]3[S:11][C:12]4[CH:18]=[C:17]([CH2:19][N:23]([CH3:24])[CH3:22])[CH:16]=[CH:15][C:13]=4[N:14]=3)[CH2:6][CH2:5]2)[CH2:3][CH2:2]1. The catalyst class is: 92. (4) Reactant: C(O[N:6]([CH2:10][C:11]([NH:13][C:14]1[CH:19]=[CH:18][C:17]([CH3:20])=[C:16]([CH:21]2[CH2:26][CH2:25][N:24]([CH2:27][C:28]3[CH:33]=[CH:32][C:31]([O:34][C:35]4[CH:40]=[C:39]([F:41])[C:38]([F:42])=[CH:37][C:36]=4[F:43])=[CH:30][CH:29]=3)[CH2:23][CH2:22]2)[CH:15]=1)=[O:12])[C:7](C)=O)(C)(C)C.FC(F)(F)C(O)=O.C(Cl)[Cl:52]. Product: [ClH:52].[ClH:52].[CH3:7][NH:6][CH2:10][C:11]([NH:13][C:14]1[CH:19]=[CH:18][C:17]([CH3:20])=[C:16]([CH:21]2[CH2:22][CH2:23][N:24]([CH2:27][C:28]3[CH:29]=[CH:30][C:31]([O:34][C:35]4[CH:40]=[C:39]([F:41])[C:38]([F:42])=[CH:37][C:36]=4[F:43])=[CH:32][CH:33]=3)[CH2:25][CH2:26]2)[CH:15]=1)=[O:12]. The catalyst class is: 33. (5) Reactant: [F:1][C:2]1[CH:8]=[C:7]([I:9])[CH:6]=[CH:5][C:3]=1[NH2:4].[Li+].C[Si]([N-][Si](C)(C)C)(C)C.[CH3:20][O:21][CH:22]([O:34][CH3:35])[C:23]1[C:28](F)=[C:27]([N+:30]([O-:32])=[O:31])[CH:26]=[CH:25][C:24]=1[F:33]. Product: [CH3:35][O:34][CH:22]([O:21][CH3:20])[C:23]1[C:24]([F:33])=[CH:25][CH:26]=[C:27]([N+:30]([O-:32])=[O:31])[C:28]=1[NH:4][C:3]1[CH:5]=[CH:6][C:7]([I:9])=[CH:8][C:2]=1[F:1]. The catalyst class is: 1. (6) Reactant: C(=O)([O-])[O-].[K+].[K+].[NH2:7][C:8]1[C:12]2[CH:13]=[C:14]([Cl:17])[CH:15]=[CH:16][C:11]=2[O:10][C:9]=1[C:18](=[O:26])[C:19]1[CH:24]=[CH:23][CH:22]=[CH:21][C:20]=1[OH:25].[CH2:27](I)[CH3:28]. Product: [NH2:7][C:8]1[C:12]2[CH:13]=[C:14]([Cl:17])[CH:15]=[CH:16][C:11]=2[O:10][C:9]=1[C:18](=[O:26])[C:19]1[CH:24]=[CH:23][CH:22]=[CH:21][C:20]=1[O:25][CH2:27][CH3:28]. The catalyst class is: 39. (7) Reactant: [NH2:1][C:2]1[CH:3]=[C:4]([CH:19]=[CH:20][CH:21]=1)[O:5][C:6]1[C:15]2[C:10](=[CH:11][C:12]([O:17][CH3:18])=[C:13]([OH:16])[CH:14]=2)[N:9]=[CH:8][N:7]=1.[F:22][C:23]([C:26]1[CH:30]=[C:29]([NH:31][C:32](=O)[O:33]C2C=CC(Cl)=CC=2)[O:28][N:27]=1)([CH3:25])[CH3:24]. Product: [F:22][C:23]([C:26]1[CH:30]=[C:29]([NH:31][C:32]([NH:1][C:2]2[CH:21]=[CH:20][CH:19]=[C:4]([O:5][C:6]3[C:15]4[C:10](=[CH:11][C:12]([O:17][CH3:18])=[C:13]([OH:16])[CH:14]=4)[N:9]=[CH:8][N:7]=3)[CH:3]=2)=[O:33])[O:28][N:27]=1)([CH3:24])[CH3:25]. The catalyst class is: 3. (8) Reactant: C(NC1CCCCC1)(C)C.C([Li])CCC.[CH3:16][O:17][C:18](=[O:26])[CH2:19][C:20]1[CH:25]=[CH:24][CH:23]=[CH:22][CH:21]=1.[Cl:27][C:28]1[N:33]=[C:32]([Cl:34])[C:31]([CH2:35]I)=[CH:30][N:29]=1. Product: [CH3:16][O:17][C:18](=[O:26])[CH:19]([C:20]1[CH:21]=[CH:22][CH:23]=[CH:24][CH:25]=1)[CH2:35][C:31]1[C:32]([Cl:34])=[N:33][C:28]([Cl:27])=[N:29][CH:30]=1. The catalyst class is: 54. (9) Reactant: [CH3:1][C:2]1[CH:7]=[CH:6][CH:5]=[C:4]([CH3:8])[C:3]=1[N:9]1[C:13](=[O:14])[CH2:12][CH:11]([C:15]([OH:17])=[O:16])[CH2:10]1.[C:18](O)([CH3:21])([CH3:20])[CH3:19].ClC1C=C(Cl)C=C(Cl)C=1C(Cl)=O. Product: [CH3:8][C:4]1[CH:5]=[CH:6][CH:7]=[C:2]([CH3:1])[C:3]=1[N:9]1[C:13](=[O:14])[CH2:12][CH:11]([C:15]([O:17][C:18]([CH3:21])([CH3:20])[CH3:19])=[O:16])[CH2:10]1. The catalyst class is: 79. (10) Reactant: [OH:1][C:2]1[CH:7]=[CH:6][C:5]([O:8][CH3:9])=[CH:4][C:3]=1[C:10](=[O:12])[CH3:11].C([O-])([O-])=O.[K+].[K+].[CH2:19]([CH:21]1[O:23][CH2:22]1)Br.O. Product: [CH3:9][O:8][C:5]1[CH:6]=[CH:7][C:2]([O:1][CH2:19][CH:21]2[CH2:22][O:23]2)=[C:3]([C:10](=[O:12])[CH3:11])[CH:4]=1. The catalyst class is: 31.